From a dataset of NCI-60 drug combinations with 297,098 pairs across 59 cell lines. Regression. Given two drug SMILES strings and cell line genomic features, predict the synergy score measuring deviation from expected non-interaction effect. (1) Drug 1: CS(=O)(=O)CCNCC1=CC=C(O1)C2=CC3=C(C=C2)N=CN=C3NC4=CC(=C(C=C4)OCC5=CC(=CC=C5)F)Cl. Drug 2: C1=CC=C(C(=C1)C(C2=CC=C(C=C2)Cl)C(Cl)Cl)Cl. Cell line: COLO 205. Synergy scores: CSS=13.2, Synergy_ZIP=-1.03, Synergy_Bliss=2.76, Synergy_Loewe=0.904, Synergy_HSA=2.45. (2) Drug 1: CC1C(C(CC(O1)OC2CC(CC3=C2C(=C4C(=C3O)C(=O)C5=C(C4=O)C(=CC=C5)OC)O)(C(=O)C)O)N)O.Cl. Drug 2: C1C(C(OC1N2C=NC(=NC2=O)N)CO)O. Cell line: TK-10. Synergy scores: CSS=20.5, Synergy_ZIP=-5.83, Synergy_Bliss=3.76, Synergy_Loewe=-2.35, Synergy_HSA=3.08. (3) Drug 1: CC1CCC2CC(C(=CC=CC=CC(CC(C(=O)C(C(C(=CC(C(=O)CC(OC(=O)C3CCCCN3C(=O)C(=O)C1(O2)O)C(C)CC4CCC(C(C4)OC)OCCO)C)C)O)OC)C)C)C)OC. Drug 2: COC1=C2C(=CC3=C1OC=C3)C=CC(=O)O2. Cell line: HOP-92. Synergy scores: CSS=3.80, Synergy_ZIP=3.00, Synergy_Bliss=-4.43, Synergy_Loewe=-2.34, Synergy_HSA=-4.55.